Predict which catalyst facilitates the given reaction. From a dataset of Catalyst prediction with 721,799 reactions and 888 catalyst types from USPTO. Reactant: O[Li].O.[C:4]([O:8][C:9]([NH:11][CH2:12][CH:13]([CH2:19][C:20]1[CH:25]=[CH:24][C:23]([Cl:26])=[C:22]([F:27])[CH:21]=1)[C:14]([O:16]CC)=[O:15])=[O:10])([CH3:7])([CH3:6])[CH3:5]. Product: [C:4]([O:8][C:9]([NH:11][CH2:12][CH:13]([CH2:19][C:20]1[CH:25]=[CH:24][C:23]([Cl:26])=[C:22]([F:27])[CH:21]=1)[C:14]([OH:16])=[O:15])=[O:10])([CH3:7])([CH3:5])[CH3:6]. The catalyst class is: 776.